From a dataset of Human liver microsome stability data. Regression/Classification. Given a drug SMILES string, predict its absorption, distribution, metabolism, or excretion properties. Task type varies by dataset: regression for continuous measurements (e.g., permeability, clearance, half-life) or binary classification for categorical outcomes (e.g., BBB penetration, CYP inhibition). Dataset: hlm. (1) The drug is CCOC(C(=O)Nc1cnc2ccccc2c1)c1cc(Cl)ccc1Cl. The result is 1 (stable in human liver microsomes). (2) The drug is O=C(N[C@H]1CN2CCC1CC2)c1ccc(Cl)cc1. The result is 0 (unstable in human liver microsomes). (3) The compound is Cn1c(=O)c2c(ncn2C)n(C)c1=O. The result is 0 (unstable in human liver microsomes). (4) The molecule is CC(=NC1CCN(Cc2ccccc2)CC1)Nc1ccnc2cc(Cl)ccc12. The result is 0 (unstable in human liver microsomes). (5) The result is 0 (unstable in human liver microsomes). The drug is Cc1cnc(NCCc2ccc(C(F)(F)F)cc2)c(=O)n1CC(=O)NCCON=C(N)N. (6) The result is 0 (unstable in human liver microsomes). The compound is O=C(Nc1ccc(OC(F)(F)F)cc1)N1CCC(n2cccc2)CC1. (7) The molecule is O=C1CC(=O)N(CCc2cccc(F)c2)C(=O)N1CCc1cccc(F)c1. The result is 0 (unstable in human liver microsomes). (8) The compound is CNc1nc(NCCCN(C)C)c2sc(-c3ccc4nonc4c3)cc2n1. The result is 0 (unstable in human liver microsomes). (9) The compound is NC(=O)COc1ccc2c(c1)S(=O)(=O)NC(c1c(O)c(-c3cccs3)nn(CC3CCC3)c1=O)=N2. The result is 1 (stable in human liver microsomes). (10) The drug is COc1cccc(CN(CCN(C)C)C(=O)Nc2ccc(-c3cn[nH]c3)cn2)c1. The result is 1 (stable in human liver microsomes).